From a dataset of Forward reaction prediction with 1.9M reactions from USPTO patents (1976-2016). Predict the product of the given reaction. (1) Given the reactants [CH3:1][N:2]1[C:6]2[CH:7]=[CH:8][CH:9]=[CH:10][C:5]=2[N:4]([CH3:11])[S:3]1(=[O:13])=[O:12].[N+:14]([O-])([OH:16])=[O:15], predict the reaction product. The product is: [CH3:1][N:2]1[C:6]2[CH:7]=[CH:8][C:9]([N+:14]([O-:16])=[O:15])=[CH:10][C:5]=2[N:4]([CH3:11])[S:3]1(=[O:12])=[O:13]. (2) Given the reactants [CH3:1][O:2][N:3]=[C:4]([CH2:7][C:8]1[C:13]([Cl:14])=[CH:12][C:11]([Cl:15])=[CH:10][C:9]=1[Cl:16])[CH2:5]O.C(N(S(F)(F)[F:23])CC)C, predict the reaction product. The product is: [CH3:1][O:2][N:3]=[C:4]([CH2:7][C:8]1[C:13]([Cl:14])=[CH:12][C:11]([Cl:15])=[CH:10][C:9]=1[Cl:16])[CH2:5][F:23]. (3) Given the reactants [CH:1]1([C:4]([N:6]2[CH2:10][CH2:9][C@@H:8]([CH2:11][NH:12][C:13]3[C:14]([NH2:23])=[CH:15][CH:16]=[CH:17][C:18]=3[C:19]([F:22])([F:21])[F:20])[CH2:7]2)=[O:5])[CH2:3][CH2:2]1.[NH:24]1[C:32]2[C:27](=[CH:28][CH:29]=[C:30]([C:33]3[CH:40]=[CH:39][C:36]([CH:37]=O)=[CH:35][CH:34]=3)[CH:31]=2)[CH:26]=[CH:25]1, predict the reaction product. The product is: [CH:1]1([C:4]([N:6]2[CH2:10][CH2:9][C@@H:8]([CH2:11][N:12]3[C:13]4[C:18]([C:19]([F:20])([F:21])[F:22])=[CH:17][CH:16]=[CH:15][C:14]=4[N:23]=[C:37]3[C:36]3[CH:39]=[CH:40][C:33]([C:30]4[CH:31]=[C:32]5[C:27]([CH:26]=[CH:25][NH:24]5)=[CH:28][CH:29]=4)=[CH:34][CH:35]=3)[CH2:7]2)=[O:5])[CH2:3][CH2:2]1. (4) Given the reactants [OH:1][C@@H:2]1[CH2:7][CH2:6][C@H:5]([C:8]([OH:10])=[O:9])[CH2:4][CH2:3]1.S(=O)(=O)(O)O.[C:16](=O)([O-])[O-].[Na+].[Na+], predict the reaction product. The product is: [CH3:16][O:9][C:8]([C@H:5]1[CH2:6][CH2:7][C@@H:2]([OH:1])[CH2:3][CH2:4]1)=[O:10]. (5) Given the reactants [C:1]([O:5][C:6]([N:8]1[CH2:13][CH2:12][N:11]([C:14]2[S:15][C:16](Br)=[CH:17][N:18]=2)[CH2:10][CH2:9]1)=[O:7])([CH3:4])([CH3:3])[CH3:2].[CH2:20]([S:22]SCC)[CH3:21], predict the reaction product. The product is: [C:1]([O:5][C:6]([N:8]1[CH2:13][CH2:12][N:11]([C:14]2[S:15][C:16]([S:22][CH2:20][CH3:21])=[CH:17][N:18]=2)[CH2:10][CH2:9]1)=[O:7])([CH3:4])([CH3:3])[CH3:2]. (6) Given the reactants [CH:1]([C:3]1[CH:4]=[C:5](/[CH:9]=[CH:10]/[C:11]([O:13][CH2:14][CH3:15])=[O:12])[CH:6]=CC=1)=O.[C:16]([O:20][C:21](=[O:31])[C:22]([CH2:29][CH3:30])(CC)P(O)(O)=O)([CH3:19])([CH3:18])[CH3:17].[H-].[Na+], predict the reaction product. The product is: [CH2:14]([O:13][C:11](/[CH:10]=[CH:9]/[C:5]1[CH:6]=[C:30](/[CH:29]=[CH:22]/[C:21]([O:20][C:16]([CH3:17])([CH3:18])[CH3:19])=[O:31])[CH:1]=[CH:3][CH:4]=1)=[O:12])[CH3:15]. (7) Given the reactants N[C:2]1[CH:23]=[CH:22][C:5]([CH2:6][NH:7]/[CH:8]=[C:9]2\[C:10](=[O:21])[NH:11][C:12](=[O:20])[C:13]3[C:18]\2=[CH:17][C:16]([I:19])=[CH:15][CH:14]=3)=[CH:4][C:3]=1[O:24][Si](C(C)C)(C(C)C)C(C)C.[C:35]([BH3-])#[N:36].[Na+].[C:39](O)(=O)C.[F-].C([N+](CCCC)(CCCC)CCCC)CCC, predict the reaction product. The product is: [CH3:39][N:36]([CH3:35])[C:2]1[CH:23]=[CH:22][C:5]([CH2:6][NH:7]/[CH:8]=[C:9]2\[C:10](=[O:21])[NH:11][C:12](=[O:20])[C:13]3[C:18]\2=[CH:17][C:16]([I:19])=[CH:15][CH:14]=3)=[CH:4][C:3]=1[OH:24].